Dataset: Full USPTO retrosynthesis dataset with 1.9M reactions from patents (1976-2016). Task: Predict the reactants needed to synthesize the given product. Given the product [CH2:20]([O:19][CH:18]([O:22][CH2:23][CH3:24])[CH2:17][CH2:16][NH:15][C:2]1[C:11]2[C:6](=[CH:7][CH:8]=[CH:9][CH:10]=2)[N:5]=[CH:4][C:3]=1[N+:12]([O-:14])=[O:13])[CH3:21], predict the reactants needed to synthesize it. The reactants are: Cl[C:2]1[C:11]2[C:6](=[CH:7][CH:8]=[CH:9][CH:10]=2)[N:5]=[CH:4][C:3]=1[N+:12]([O-:14])=[O:13].[NH2:15][CH2:16][CH2:17][CH:18]([O:22][CH2:23][CH3:24])[O:19][CH2:20][CH3:21].C(N(CC)CC)C.